From a dataset of CYP2C9 inhibition data for predicting drug metabolism from PubChem BioAssay. Regression/Classification. Given a drug SMILES string, predict its absorption, distribution, metabolism, or excretion properties. Task type varies by dataset: regression for continuous measurements (e.g., permeability, clearance, half-life) or binary classification for categorical outcomes (e.g., BBB penetration, CYP inhibition). Dataset: cyp2c9_veith. (1) The compound is COc1ccc(-c2nc3cnc(N4CCN(C)CC4)nc3n(C)c2=O)cc1. The result is 0 (non-inhibitor). (2) The molecule is O=C(Nc1cccc(C(F)(F)F)c1)c1n[nH]c(Cn2cncn2)n1. The result is 1 (inhibitor). (3) The drug is CN1CCN(CC/C=C2\c3ccccc3Sc3ccc(S(=O)(=O)N(C)C)cc32)CC1. The result is 0 (non-inhibitor). (4) The result is 0 (non-inhibitor). The molecule is CC(=O)NCCNc1ncnc2ccc(-c3ccccc3C(F)(F)F)cc12. (5) The molecule is O=C(c1ccccc1)[C@@H]1O[C@H]1c1ccc(-c2ccccc2)cc1. The result is 1 (inhibitor). (6) The compound is O=C(COC(=O)c1cccc(S(=O)(=O)N2CCOCC2)c1)Nc1nc(-c2ccccc2Cl)cs1. The result is 1 (inhibitor). (7) The drug is COC(=O)[C@@]1(Cc2ccc(OC)cc2)[C@H]2c3cc(C(=O)N4CCCC4)n(CCc4c[nH]c5ccc(O)cc45)c3C[C@H]2CN1C(=O)c1ccccc1. The result is 1 (inhibitor).